Dataset: Forward reaction prediction with 1.9M reactions from USPTO patents (1976-2016). Task: Predict the product of the given reaction. (1) Given the reactants Br[C:2]1[CH:7]=[CH:6][C:5]([O:8][C:9]([F:12])([F:11])[F:10])=[CH:4][CH:3]=1.[CH3:13][O:14][C:15]1[CH:20]=[CH:19][C:18]([N:21]2[CH2:26][CH2:25][N:24]([C:27]3[C:28]([CH3:41])=[C:29]([CH3:40])[C:30]4[O:34][C:33]([CH3:36])([CH3:35])[C:32](=[O:37])[C:31]=4[C:38]=3[CH3:39])[CH2:23][CH2:22]2)=[CH:17][CH:16]=1, predict the reaction product. The product is: [F:10][C:9]([F:12])([F:11])[O:8][C:5]1[CH:6]=[CH:7][C:2]([C:32]2([OH:37])[C:31]3[C:38]([CH3:39])=[C:27]([N:24]4[CH2:25][CH2:26][N:21]([C:18]5[CH:19]=[CH:20][C:15]([O:14][CH3:13])=[CH:16][CH:17]=5)[CH2:22][CH2:23]4)[C:28]([CH3:41])=[C:29]([CH3:40])[C:30]=3[O:34][C:33]2([CH3:35])[CH3:36])=[CH:3][CH:4]=1. (2) Given the reactants [NH2:1][C:2](=[O:38])[C:3](=[O:37])[CH:4]([NH:12][C:13]([C:15]1[C:16]([N:21]2[CH:29]=[C:28]3[C:23]([CH2:24][N:25](C(OC(C)(C)C)=O)[CH2:26][CH2:27]3)=[N:22]2)=[N:17][CH:18]=[CH:19][CH:20]=1)=[O:14])[CH2:5][C:6]1[CH:11]=[CH:10][CH:9]=[CH:8][CH:7]=1.[ClH:39], predict the reaction product. The product is: [ClH:39].[NH2:1][C:2](=[O:38])[C:3](=[O:37])[CH:4]([NH:12][C:13](=[O:14])[C:15]1[CH:20]=[CH:19][CH:18]=[N:17][C:16]=1[N:21]1[CH:29]=[C:28]2[C:23]([CH2:24][NH:25][CH2:26][CH2:27]2)=[N:22]1)[CH2:5][C:6]1[CH:7]=[CH:8][CH:9]=[CH:10][CH:11]=1. (3) Given the reactants C(Cl)CCl.[CH3:5][C@H:6]([NH:14]CCCCN)[CH2:7][C:8]1[CH:13]=[CH:12][CH:11]=[CH:10][CH:9]=1.C(N(C(C)C)CC)(C)C, predict the reaction product. The product is: [NH2:14][CH:6]([CH2:7][C:8]1[CH:13]=[CH:12][CH:11]=[CH:10][CH:9]=1)[CH3:5]. (4) Given the reactants [Br:1][C:2]1[CH:10]=[C:9]2[C:5]([C:6]3[C:14]([C:15]4[C:16]([CH3:34])=[C:17]([NH:21][CH2:22][C:23]5[CH:31]=CC(OC)=[CH:28][C:24]=5[C:25]([OH:27])=O)[CH:18]=[CH:19][CH:20]=4)=[CH:13][N:12]=[C:11]([C:35](=[O:37])[NH2:36])[C:7]=3[NH:8]2)=[CH:4][CH:3]=1.F[P-](F)(F)(F)(F)F.N1(O[P+](N(C)C)(N(C)C)N(C)C)C2C=CC=CC=2N=N1.CN1CCOCC1.[C:72]([O:75][CH2:76][CH3:77])(=O)C.CCCCCC, predict the reaction product. The product is: [Br:1][C:2]1[CH:10]=[C:9]2[C:5]([C:6]3[C:14]([C:15]4[CH:20]=[CH:19][CH:18]=[C:17]([N:21]5[CH2:22][C:23]6[C:24](=[CH:28][C:76]([O:75][CH3:72])=[CH:77][CH:31]=6)[C:25]5=[O:27])[C:16]=4[CH3:34])=[CH:13][N:12]=[C:11]([C:35]([NH2:36])=[O:37])[C:7]=3[NH:8]2)=[CH:4][CH:3]=1. (5) Given the reactants [CH3:1][O:2][C:3]1[CH:8]=[CH:7][C:6]([C:9]2[O:13][C:12](=[S:14])[NH:11][C:10]=2[C:15]2[CH:16]=[N:17][C:18]([O:21][CH3:22])=[CH:19][CH:20]=2)=[CH:5][CH:4]=1.[H-].[Na+].[CH3:25]N(C)C=O, predict the reaction product. The product is: [CH3:22][O:21][C:18]1[CH:19]=[CH:20][C:15]([C:10]2[N:11]=[C:12]([S:14][CH3:25])[O:13][C:9]=2[C:6]2[CH:5]=[CH:4][C:3]([O:2][CH3:1])=[CH:8][CH:7]=2)=[CH:16][N:17]=1.